Dataset: Reaction yield outcomes from USPTO patents with 853,638 reactions. Task: Predict the reaction yield, written as a fraction of the theoretical maximum amount of product (1.0 means a 100% yield; for example, 0.34 means a 34% yield). (1) The reactants are [N+:1]([C:4]1[C:5]([C:9]([O:11][CH3:12])=[O:10])=[N:6][NH:7][CH:8]=1)([O-])=O. The catalyst is [Pd].CO. The product is [NH2:1][C:4]1[C:5]([C:9]([O:11][CH3:12])=[O:10])=[N:6][NH:7][CH:8]=1. The yield is 0.990. (2) The reactants are C([O:3][C:4]([C@H:6]1[CH2:11][CH2:10][CH2:9][N:8]([C:12]([C:14]2[S:15][C:16]([C:19]3[C:23]([CH3:24])=[C:22]([C:25]([F:28])([F:27])[F:26])[O:21][N:20]=3)=[CH:17][CH:18]=2)=[O:13])[CH2:7]1)=O)C.[NH3:29]. No catalyst specified. The product is [CH3:24][C:23]1[C:19]([C:16]2[S:15][C:14]([C:12]([N:8]3[CH2:9][CH2:10][CH2:11][C@H:6]([C:4]([NH2:29])=[O:3])[CH2:7]3)=[O:13])=[CH:18][CH:17]=2)=[N:20][O:21][C:22]=1[C:25]([F:27])([F:28])[F:26]. The yield is 0.860. (3) The product is [C:1]([N:5]1[C:13]2[C:8](=[CH:9][C:10]([NH2:14])=[CH:11][CH:12]=2)[CH:7]=[CH:6]1)([CH3:4])([CH3:2])[CH3:3]. The yield is 0.450. The catalyst is CO.[Ni]. The reactants are [C:1]([N:5]1[C:13]2[C:8](=[CH:9][C:10]([N+:14]([O-])=O)=[CH:11][CH:12]=2)[CH:7]=[CH:6]1)([CH3:4])([CH3:3])[CH3:2]. (4) The reactants are [C:1]([C:4]1[C:5]([OH:16])=[C:6]([C:9]([O:14][CH3:15])=[C:10]([O:12][CH3:13])[CH:11]=1)[CH:7]=O)(=[O:3])[CH3:2].[C:17]([N:24]1[CH2:29][CH2:28][NH:27][CH2:26][CH2:25]1)([O:19][C:20]([CH3:23])([CH3:22])[CH3:21])=[O:18].C(O[BH-](OC(=O)C)OC(=O)C)(=O)C.[Na+]. The catalyst is C(Cl)Cl. The product is [C:1]([C:4]1[C:5]([OH:16])=[C:6]([C:9]([O:14][CH3:15])=[C:10]([O:12][CH3:13])[CH:11]=1)[CH2:7][N:27]1[CH2:26][CH2:25][N:24]([C:17]([O:19][C:20]([CH3:23])([CH3:22])[CH3:21])=[O:18])[CH2:29][CH2:28]1)(=[O:3])[CH3:2]. The yield is 0.800. (5) The reactants are [N:1]1[CH:6]=[CH:5][C:4]([CH3:7])=[CH:3][CH:2]=1.[Li+].CC([N-][CH:13]([CH3:15])[CH3:14])C.C1COCC1.CCCCCCC.C(C1C=CC=CC=1)C.C1(Br)CC1.[NH4+].[Cl-]. The catalyst is C1COCC1. The product is [CH:13]1([CH2:7][C:4]2[CH:5]=[CH:6][N:1]=[CH:2][CH:3]=2)[CH2:15][CH2:14]1. The yield is 0.310. (6) The reactants are [I:1][CH2:2][CH2:3][CH2:4][CH2:5][CH2:6]I.[N:8]1[CH:13]=[CH:12][CH:11]=[CH:10][CH:9]=1. No catalyst specified. The product is [I-:1].[I-:1].[CH2:2]([N+:8]1[CH:13]=[CH:12][CH:11]=[CH:10][CH:9]=1)[CH2:3][CH2:4][CH2:5][CH2:6][N+:8]1[CH:13]=[CH:12][CH:11]=[CH:10][CH:9]=1. The yield is 0.900. (7) The reactants are [C:1]([O:4][C:5]1[CH:13]=[CH:12][CH:11]=[CH:10][C:6]=1[C:7]([OH:9])=O)(=[O:3])[CH3:2].[CH3:14][C:15]1[N:16]=[C:17]([NH2:26])[S:18][C:19]=1[CH2:20][CH2:21][O:22][N+:23]([O-:25])=[O:24]. No catalyst specified. The product is [CH3:14][C:15]1[N:16]=[C:17]([NH:26][C:7]([C:6]2[CH:10]=[CH:11][CH:12]=[CH:13][C:5]=2[O:4][C:1](=[O:3])[CH3:2])=[O:9])[S:18][C:19]=1[CH2:20][CH2:21][O:22][N+:23]([O-:25])=[O:24]. The yield is 0.250. (8) The reactants are [NH:1]1[CH2:6][CH2:5][CH2:4][C@H:3]([CH2:7][N:8]2[C:12]3[CH:13]=[CH:14][CH:15]=[CH:16][C:11]=3[N:10]=[C:9]2[CH2:17][N:18]([CH2:29][CH2:30][CH3:31])[C@@H:19]2[C:28]3[N:27]=[CH:26][CH:25]=[CH:24][C:23]=3[CH2:22][CH2:21][CH2:20]2)[CH2:2]1.[CH3:32][C:33]([CH3:35])=O.[BH-](OC(C)=O)(OC(C)=O)OC(C)=O.[Na+].C(O)(=O)C. The catalyst is ClCCCl.ClCCl.C([O-])([O-])=O.[Na+].[Na+].[Cl-].[Na+].O. The product is [CH3:32][CH:33]([N:1]1[CH2:6][CH2:5][CH2:4][C@H:3]([CH2:7][N:8]2[C:12]3[CH:13]=[CH:14][CH:15]=[CH:16][C:11]=3[N:10]=[C:9]2[CH2:17][N:18]([CH2:29][CH2:30][CH3:31])[C@@H:19]2[C:28]3[N:27]=[CH:26][CH:25]=[CH:24][C:23]=3[CH2:22][CH2:21][CH2:20]2)[CH2:2]1)[CH3:35]. The yield is 0.850. (9) The yield is 0.0300. The reactants are [Cl:1][C:2]1[CH:7]=[CH:6][C:5]2[C:8]3([O:23][C:24](=[O:25])[C:4]=2[CH:3]=1)[C:13]1[CH:14]=[C:15]([C:17]2[CH:22]=[CH:21][N:20]=[CH:19][CH:18]=2)[S:16][C:12]=1[CH2:11][CH2:10][CH2:9]3.[O:26]1CCOCC1.S(OOS([O-])(=O)=O)([O-])(=O)=O.[K+].[K+].CC1C=C(C)N=C(C)C=1. The product is [Cl:1][C:2]1[CH:7]=[CH:6][C:5]2[C:8]3([O:23][C:24](=[O:25])[C:4]=2[CH:3]=1)[C:13]1[CH:14]=[C:15]([C:17]2[CH:22]=[CH:21][N:20]=[CH:19][CH:18]=2)[S:16][C:12]=1[C:11](=[O:26])[CH2:10][CH2:9]3. The catalyst is O.CCOC(C)=O.O.O.O.O.O.S([O-])([O-])(=O)=O.[Cu+2].C(#N)C. (10) The reactants are CN(C(ON1N=NC2C=CC=CC1=2)=[N+](C)C)C.[B-](F)(F)(F)F.C1C=CC2N(O)N=NC=2C=1.[N:33]1[C:42]2[C:37](=[CH:38][C:39]([C:43]([OH:45])=O)=[CH:40][CH:41]=2)[CH:36]=[CH:35][CH:34]=1.C(N(C(C)C)CC)(C)C.[ClH:55].Cl.[NH2:57][CH:58]1[CH:63]2[CH2:64][CH2:65][N:60]([CH2:61][CH2:62]2)[CH2:59]1. The catalyst is CN(C=O)C. The product is [ClH:55].[N:60]12[CH2:65][CH2:64][CH:63]([CH2:62][CH2:61]1)[CH:58]([NH:57][C:43]([C:39]1[CH:38]=[C:37]3[C:42](=[CH:41][CH:40]=1)[N:33]=[CH:34][CH:35]=[CH:36]3)=[O:45])[CH2:59]2. The yield is 0.470.